The task is: Predict the reactants needed to synthesize the given product.. This data is from Full USPTO retrosynthesis dataset with 1.9M reactions from patents (1976-2016). (1) Given the product [O:13]1[CH2:14][CH2:15][N:10]([CH2:2][CH2:3][CH2:4][C:5]([O:7][CH2:8][CH3:9])=[O:6])[CH2:11][CH2:12]1, predict the reactants needed to synthesize it. The reactants are: Br[CH2:2][CH2:3][CH2:4][C:5]([O:7][CH2:8][CH3:9])=[O:6].[NH:10]1[CH2:15][CH2:14][O:13][CH2:12][CH2:11]1. (2) Given the product [Cl:11][C:8]1[CH:9]=[CH:10][C:5]([C:3](=[O:4])[CH2:2][OH:13])=[CH:6][CH:7]=1, predict the reactants needed to synthesize it. The reactants are: Br[CH2:2][C:3]([C:5]1[CH:10]=[CH:9][C:8]([Cl:11])=[CH:7][CH:6]=1)=[O:4].C([O-])=[O:13].[K+]. (3) Given the product [NH2:1][C:2]1[N:7]=[CH:6][C:5]([C:8]2[CH:13]=[CH:12][C:11]([C:14]3[C:15]([C:20]([OH:22])=[O:21])=[CH:16][CH:17]=[CH:18][CH:19]=3)=[CH:10][C:9]=2[F:24])=[CH:4][N:3]=1, predict the reactants needed to synthesize it. The reactants are: [NH2:1][C:2]1[N:7]=[CH:6][C:5]([C:8]2[CH:13]=[CH:12][C:11]([C:14]3[C:15]([C:20]([O:22]C)=[O:21])=[CH:16][CH:17]=[CH:18][CH:19]=3)=[CH:10][C:9]=2[F:24])=[CH:4][N:3]=1.